Dataset: Reaction yield outcomes from USPTO patents with 853,638 reactions. Task: Predict the reaction yield, written as a fraction of the theoretical maximum amount of product (1.0 means a 100% yield; for example, 0.34 means a 34% yield). The reactants are [C:1]([O:5][C:6]([NH:8][C@@H:9]1[C@H:14]([OH:15])[CH2:13][CH2:12][N:11](C(OCC2C=CC=CC=2)=O)[CH2:10]1)=[O:7])([CH3:4])([CH3:3])[CH3:2]. The catalyst is C(O)C.[Pd]. The product is [C:1]([O:5][C:6](=[O:7])[NH:8][C@@H:9]1[C@H:14]([OH:15])[CH2:13][CH2:12][NH:11][CH2:10]1)([CH3:4])([CH3:2])[CH3:3]. The yield is 0.940.